This data is from Reaction yield outcomes from USPTO patents with 853,638 reactions. The task is: Predict the reaction yield, written as a fraction of the theoretical maximum amount of product (1.0 means a 100% yield; for example, 0.34 means a 34% yield). The reactants are Br[CH2:2][C:3](=[N:8][OH:9])[C:4]([F:7])([F:6])[F:5].[NH:10]1[C:18]2[C:13](=[CH:14][CH:15]=[CH:16][CH:17]=2)[CH:12]=[CH:11]1.C(=O)([O-])[O-].[Na+].[Na+]. The catalyst is C(OC)(C)(C)C. The product is [F:5][C:4]([F:7])([F:6])[C:3](=[N:8][OH:9])[CH2:2][C:12]1[C:13]2[C:18](=[CH:17][CH:16]=[CH:15][CH:14]=2)[NH:10][CH:11]=1. The yield is 0.892.